The task is: Predict the reaction yield, written as a fraction of the theoretical maximum amount of product (1.0 means a 100% yield; for example, 0.34 means a 34% yield).. This data is from Reaction yield outcomes from USPTO patents with 853,638 reactions. (1) The reactants are [F:1][C:2]1[CH:3]=[C:4]2[C:9](=[CH:10][CH:11]=1)[O:8][CH2:7][CH2:6][CH:5]2O.O. The catalyst is C1(C)C=CC=CC=1. The product is [F:1][C:2]1[CH:3]=[C:4]2[C:9](=[CH:10][CH:11]=1)[O:8][CH2:7][CH:6]=[CH:5]2. The yield is 0.520. (2) The reactants are Cl[C:2]1[N:7]=[C:6]([C:8]2[S:12][C:11]([N:13]([CH3:15])[CH3:14])=[N:10][C:9]=2[C:16]2[CH:17]=[C:18]([NH:22][C:23](=[O:32])[C:24]3[C:29]([F:30])=[CH:28][CH:27]=[CH:26][C:25]=3[F:31])[CH:19]=[CH:20][CH:21]=2)[CH:5]=[CH:4][N:3]=1.Cl.[N:34]1([CH2:39][CH2:40][O:41][C:42]2[N:47]=[CH:46][C:45]([NH2:48])=[CH:44][CH:43]=2)[CH2:38][CH2:37][CH2:36][CH2:35]1.CC(O)C.Cl. The catalyst is O1CCOCC1. The product is [CH3:14][N:13]([CH3:15])[C:11]1[S:12][C:8]([C:6]2[CH:5]=[CH:4][N:3]=[C:2]([NH:48][C:45]3[CH:46]=[N:47][C:42]([O:41][CH2:40][CH2:39][N:34]4[CH2:38][CH2:37][CH2:36][CH2:35]4)=[CH:43][CH:44]=3)[N:7]=2)=[C:9]([C:16]2[CH:17]=[C:18]([NH:22][C:23](=[O:32])[C:24]3[C:29]([F:30])=[CH:28][CH:27]=[CH:26][C:25]=3[F:31])[CH:19]=[CH:20][CH:21]=2)[N:10]=1. The yield is 0.150. (3) The reactants are Cl[C:2]1[CH:3]=[C:4]([C:10]2[N:15]=[C:14]([C:16]([NH2:18])=[O:17])[C:13]([NH:19][CH2:20][CH3:21])=[CH:12][CH:11]=2)[CH:5]=[CH:6][C:7]=1[C:8]#[N:9].[C:22]([C@:24]1([OH:31])[CH2:28][CH2:27][N:26]([CH3:29])[C:25]1=[O:30])#[CH:23]. No catalyst specified. The product is [C:8]([C:7]1[CH:6]=[CH:5][C:4]([C:10]2[N:15]=[C:14]([C:16]([NH2:18])=[O:17])[C:13]([NH:19][CH2:20][CH3:21])=[CH:12][CH:11]=2)=[CH:3][C:2]=1[C:23]#[C:22][C@:24]1([OH:31])[CH2:28][CH2:27][N:26]([CH3:29])[C:25]1=[O:30])#[N:9]. The yield is 0.0200. (4) The reactants are [C:1]([N:4]1[CH2:9][CH2:8][CH:7]([CH2:10][C:11]([NH:13][C:14]2[CH:19]=[CH:18][C:17](Br)=[CH:16][N:15]=2)=[O:12])[CH2:6][CH2:5]1)(=[O:3])[CH3:2].[F:21][C:22]1[CH:23]=[C:24](B(O)O)[CH:25]=[C:26]([F:28])[CH:27]=1.C(=O)([O-])[O-].[K+].[K+]. The catalyst is COCCOC.C(OCC)(=O)C.[Pd].C1(P(C2C=CC=CC=2)C2C=CC=CC=2)C=CC=CC=1.C1(P(C2C=CC=CC=2)C2C=CC=CC=2)C=CC=CC=1.C1(P(C2C=CC=CC=2)C2C=CC=CC=2)C=CC=CC=1.C1(P(C2C=CC=CC=2)C2C=CC=CC=2)C=CC=CC=1. The product is [C:1]([N:4]1[CH2:9][CH2:8][CH:7]([CH2:10][C:11]([NH:13][C:14]2[CH:19]=[CH:18][C:17]([C:24]3[CH:23]=[C:22]([F:21])[CH:27]=[C:26]([F:28])[CH:25]=3)=[CH:16][N:15]=2)=[O:12])[CH2:6][CH2:5]1)(=[O:3])[CH3:2]. The yield is 0.683.